From a dataset of Full USPTO retrosynthesis dataset with 1.9M reactions from patents (1976-2016). Predict the reactants needed to synthesize the given product. (1) Given the product [N:12]1([CH2:11][C:9]2[N:10]=[C:6]3[CH:5]=[CH:4][CH:3]=[C:2]([N:26]4[CH2:30][CH2:29][C@H:28]([NH2:31])[CH2:27]4)[N:7]3[CH:8]=2)[C@H:25]2[C@H:16]([CH2:17][CH2:18][C:19]3[C:24]2=[N:23][CH:22]=[CH:21][CH:20]=3)[CH2:15][CH2:14][CH2:13]1, predict the reactants needed to synthesize it. The reactants are: F[C:2]1[N:7]2[CH:8]=[C:9]([CH2:11][N:12]3[C@H:25]4[C@H:16]([CH2:17][CH2:18][C:19]5[C:24]4=[N:23][CH:22]=[CH:21][CH:20]=5)[CH2:15][CH2:14][CH2:13]3)[N:10]=[C:6]2[CH:5]=[CH:4][CH:3]=1.[NH:26]1[CH2:30][CH2:29][C@H:28]([NH:31]C(=O)OC(C)(C)C)[CH2:27]1.FC(F)(F)C(O)=O. (2) Given the product [CH2:1]([C@:8]([OH:42])([CH2:22][CH2:23][O:24][Si:25]([C:38]([CH3:39])([CH3:41])[CH3:40])([C:26]1[CH:31]=[CH:30][CH:29]=[CH:28][CH:27]=1)[C:32]1[CH:37]=[CH:36][CH:35]=[CH:34][CH:33]=1)[C:9]([N:11]1[C@H:12]2[C:20]3[CH:19]=[CH:18][CH:17]=[CH:16][C:15]=3[CH2:14][C@H:13]2[O:21][C:43]1([CH3:48])[CH3:44])=[O:10])[C:2]1[CH:7]=[CH:6][CH:5]=[CH:4][CH:3]=1, predict the reactants needed to synthesize it. The reactants are: [CH2:1]([C@:8]([OH:42])([CH2:22][CH2:23][O:24][Si:25]([C:38]([CH3:41])([CH3:40])[CH3:39])([C:32]1[CH:37]=[CH:36][CH:35]=[CH:34][CH:33]=1)[C:26]1[CH:31]=[CH:30][CH:29]=[CH:28][CH:27]=1)[C:9]([NH:11][C@H:12]1[C:20]2[C:15](=[CH:16][CH:17]=[CH:18][CH:19]=2)[CH2:14][C@H:13]1[OH:21])=[O:10])[C:2]1[CH:7]=[CH:6][CH:5]=[CH:4][CH:3]=1.[C:43]1(C)[CH:48]=CC(S(O)(=O)=O)=C[CH:44]=1.[NH+]1C=CC=CC=1.COC(C)=C.C([O-])(O)=O.[Na+].